From a dataset of Forward reaction prediction with 1.9M reactions from USPTO patents (1976-2016). Predict the product of the given reaction. Given the reactants Cl[C:2]1[C:3]2[CH:10]=[CH:9][N:8]([C@H:11]3[C@@H:15]4[O:16][C:17]([CH3:20])([CH3:19])[O:18][C@@H:14]4[CH:13]([CH2:21][N:22]([CH2:26][CH2:27][CH2:28][CH2:29][C:30]4[NH:34][C:33]5[CH:35]=[CH:36][C:37]([C:39]([CH3:42])([CH3:41])[CH3:40])=[CH:38][C:32]=5[N:31]=4)[CH:23]([CH3:25])[CH3:24])[CH2:12]3)[C:4]=2[N:5]=[CH:6][N:7]=1.[NH3:43], predict the reaction product. The product is: [C:39]([C:37]1[CH:36]=[CH:35][C:33]2[NH:34][C:30]([CH2:29][CH2:28][CH2:27][CH2:26][N:22]([CH2:21][CH:13]3[C@H:14]4[O:18][C:17]([CH3:20])([CH3:19])[O:16][C@H:15]4[C@H:11]([N:8]4[C:4]5[N:5]=[CH:6][N:7]=[C:2]([NH2:43])[C:3]=5[CH:10]=[CH:9]4)[CH2:12]3)[CH:23]([CH3:25])[CH3:24])=[N:31][C:32]=2[CH:38]=1)([CH3:42])([CH3:41])[CH3:40].